From a dataset of Drug-target binding data from BindingDB using IC50 measurements. Regression. Given a target protein amino acid sequence and a drug SMILES string, predict the binding affinity score between them. We predict pIC50 (pIC50 = -log10(IC50 in M); higher means more potent). Dataset: bindingdb_ic50. (1) The pIC50 is 4.6. The small molecule is Cc1oc(-c2ccc(C(F)(F)F)cc2)nc1COc1cccc(/C(=C/Cn2oc(=O)[nH]c2=O)C(C)(C)C)c1. The target protein (P20417) has sequence MEMEKEFEQIDKAGNWAAIYQDIRHEASDFPCRIAKLPKNKNRNRYRDVSPFDHSRIKLHQEDNDYINASLIKMEEAQRSYILTQGPLPNTCGHFWEMVWEQKSRGVVMLNRIMEKGSLKCAQYWPQKEEKEMVFDDTNLKLTLISEDVKSYYTVRQLELENLATQEAREILHFHYTTWPDFGVPESPASFLNFLFKVRESGSLSPEHGPIVVHCSAGIGRSGTFCLADTCLLLMDKRKDPSSVDIKKVLLEMRRFRMGLIQTADQLRFSYLAVIEGAKFIMGDSSVQDQWKELSHEDLEPPPEHVPPPPRPPKRTLEPHNGKCKELFSNHQWVSEESCEDEDILAREESRAPSIAVHSMSSMSQDTEVRKRMVGGGLQSAQASVPTEEELSPTEEEQKAHRPVHWKPFLVNVCMATALATGAYLCYRVCFH. (2) The small molecule is CC(C)(C)NC(=O)c1ccc(OC/C(=C/F)CN)cc1. The target protein (P19801) has sequence MPALGWAVAAILMLQTAMAEPSPGTLPRKAGVFSDLSNQELKAVHSFLWSKKELRLQPSSTTTMAKNTVFLIEMLLPKKYHVLRFLDKGERHPVREARAVIFFGDQEHPNVTEFAVGPLPGPCYMRALSPRPGYQSSWASRPISTAEYALLYHTLQEATKPLHQFFLNTTGFSFQDCHDRCLAFTDVAPRGVASGQRRSWLIIQRYVEGYFLHPTGLELLVDHGSTDAGHWAVEQVWYNGKFYGSPEELARKYADGEVDVVVLEDPLPGGKGHDSTEEPPLFSSHKPRGDFPSPIHVSGPRLVQPHGPRFRLEGNAVLYGGWSFAFRLRSSSGLQVLNVHFGGERIAYEVSVQEAVALYGGHTPAGMQTKYLDVGWGLGSVTHELAPGIDCPETATFLDTFHYYDADDPVHYPRALCLFEMPTGVPLRRHFNSNFKGGFNFYAGLKGQVLVLRTTSTVYNYDYIWDFIFYPNGVMEAKMHATGYVHATFYTPEGLRHGTR.... The pIC50 is 5.0. (3) The drug is COC1O[C@H](CNC(=O)C(c2ccccc2)c2ccccc2)[C@@H](O)C(O)[C@@H]1O. The target protein sequence is MATQGVFTLPANTRFGVTAFANSSGTQTVNVLVNNETAATFSGQSTNNAVIGTQVLNSGSSGKVQVQVSVNGRPSDLVSAQVILTNELNFALVGSEDGTDNDYNDAVVVINWPLG. The pIC50 is 3.8. (4) The small molecule is Fc1cc(/C=C/c2ccc(N3CCN(C4=NCCO4)CC3)cc2)cc(Cn2ccnc2)c1. The target protein (P05185) has sequence MWLLLAVFLLTLAYLFWPKTKHSGAKYPRSLPSLPLVGSLPFLPRRGQQHKNFFKLQEKYGPIYSFRLGSKTTVMIGHHQLAREVLLKKGKEFSGRPKVATLDILSDNQKGIAFADHGAHWQLHRKLALNAFALFKDGNLKLEKIINQEANVLCDFLATQHGEAIDLSEPLSLAVTNIISFICFNFSFKNEDPALKAIQNVNDGILEVLSKEVLLDIFPVLKIFPSKAMEKMKGCVQTRNELLNEILEKCQENFSSDSITNLLHILIQAKVNADNNNAGPDQDSKLLSNRHMLATIGDIFGAGVETTTSVIKWIVAYLLHHPSLKKRIQDDIDQIIGFNRTPTISDRNRLVLLEATIREVLRIRPVAPTLIPHKAVIDSSIGDLTIDKGTDVVVNLWALHHSEKEWQHPDLFMPERFLDPTGTQLISPSLSYLPFGAGPRSCVGEMLARQELFLFMSRLLQRFNLEIPDDGKLPSLEGHASLVLQIKPFKVKIEVRQAWK.... The pIC50 is 5.0. (5) The compound is CC[C@H](C)[C@H](N)C(=O)N[C@@H](CC(N)=O)C(=O)N[C@@H](CS)C(=O)N[C@@H](CC(=O)O)C(=O)N[C@@H](Cc1ccccc1)C(=O)N[C@@H](CC(C)C)C(=O)N[C@@H](CC(C)C)C(=O)O. The target protein sequence is MELLNSYNFVLFVLTQMILMFTIPAIISGIKYSKLDYFFIIVISTLSLFLFKMFDSASLIILTSFIIIMYFVKIKWYSILLIMTSQIILYCANYMYIVIYAYITKISDSIFVIFPSFFVVYVTISILFSYIINRVLKKISTPYLILNKGFLIVISTILLLTFSLFFFYSQINSDEAKVIRQYSFIFIGITIFLSILTFVISQFLLKEMKYKRNQEEIETYYEYTLKIEAINNEMRKFRHDYVNILTTLSEYIREDDMPGLRDYFNKNIVPMKDNLQMNAIKLNGIENLKVREIKGLITAKILRAQEMNIPISIEIPDEVSSINLNMIDLSRSIGIILDNAIEASTEIDDPIIRVAFIESENSVTFIVMNKCADDIPRIHELFQESFSTKGEGRGLGLSTLKEIADNADNVLLDTIIENGFFIQKVEIINN. The pIC50 is 8.2. (6) The pIC50 is 7.8. The target protein (P52332) has sequence MQYLNIKEDCNAMAFCAKMRSFKKTEVKQVVPEPGVEVTFYLLDREPLRLGSGEYTAEELCIRAAQECSISPLCHNLFALYDESTKLWYAPNRIITVDDKTSLRLHYRMRFYFTNWHGTNDNEQSVWRHSPKKQKNGYEKKRVPEATPLLDASSLEYLFAQGQYDLIKCLAPIRDPKTEQDGHDIENECLGMAVLAISHYAMMKKMQLPELPKDISYKRYIPETLNKSIRQRNLLTRMRINNVFKDFLKEFNNKTICDSSVHDLKVKYLATLETSTLTKHYGAEIFETSMLLISSENELSRCHSNDSGNVLYEVMVTGNLGIQWRQKPNVVPVEKEKNKLKRKKLEYNKHKKDDERNKLREEWNNFSYFPEITHIVIKESVVSINKQDNKNMELKLSSREEALSFVSLVDGYFRLTADAHHYLCTDVAPPLIVHNIQNGCHGPICTEYAINKLRQEGSEEGMYVLRWSCTDFDNILMTVTCFEKSEVLGGQKQFKNFQIE.... The compound is CC(C)(C)c1nc2c3cc[nH]c(=O)c3c3cc(F)ccc3c2[nH]1.